Dataset: Reaction yield outcomes from USPTO patents with 853,638 reactions. Task: Predict the reaction yield, written as a fraction of the theoretical maximum amount of product (1.0 means a 100% yield; for example, 0.34 means a 34% yield). The reactants are [CH3:1][C:2]1[CH:11]=[C:10]2[C:5]([C:6]([N:19]3[CH2:24][CH2:23][NH:22][CH2:21][CH2:20]3)=[N:7][C:8]([C:12]3[CH:17]=[CH:16][CH:15]=[CH:14][C:13]=3[OH:18])=[N:9]2)=[CH:4][CH:3]=1.[CH2:25]([O:27][C:28](=[O:34])[CH:29]=[CH:30][C:31](O)=[O:32])[CH3:26].C(N(CC)CC)C.F[P-](F)(F)(F)(F)F.N1(O[P+](N(C)C)(N(C)C)N(C)C)C2C=CC=CC=2N=N1. The catalyst is C(Cl)Cl.O. The product is [CH2:25]([O:27][C:28](=[O:34])[CH:29]=[CH:30][C:31]([N:22]1[CH2:23][CH2:24][N:19]([C:6]2[C:5]3[C:10](=[CH:11][C:2]([CH3:1])=[CH:3][CH:4]=3)[N:9]=[C:8]([C:12]3[CH:17]=[CH:16][CH:15]=[CH:14][C:13]=3[OH:18])[N:7]=2)[CH2:20][CH2:21]1)=[O:32])[CH3:26]. The yield is 0.910.